Dataset: Catalyst prediction with 721,799 reactions and 888 catalyst types from USPTO. Task: Predict which catalyst facilitates the given reaction. Reactant: [NH2:1][C:2]1[C:7]2[C:8]([C:12]3[CH:17]=[CH:16][CH:15]=[CH:14][C:13]=3[C:18]3[CH:23]=[CH:22][C:21]([NH:24][C:25](=[O:27])[NH2:26])=[CH:20][C:19]=3[CH3:28])=[C:9]([CH3:11])[S:10][C:6]=2[C:5]([N+:29]([O-])=O)=[CH:4][N:3]=1.[NH4+].[Cl-]. Product: [NH2:1][C:2]1[C:7]2[C:8]([C:12]3[CH:17]=[CH:16][CH:15]=[CH:14][C:13]=3[C:18]3[CH:23]=[CH:22][C:21]([NH:24][C:25](=[O:27])[NH2:26])=[CH:20][C:19]=3[CH3:28])=[C:9]([CH3:11])[S:10][C:6]=2[C:5]([NH2:29])=[CH:4][N:3]=1. The catalyst class is: 190.